From a dataset of KCNQ2 potassium channel screen with 302,405 compounds. Binary Classification. Given a drug SMILES string, predict its activity (active/inactive) in a high-throughput screening assay against a specified biological target. (1) The compound is s1c(CNc2ccc(N3CCN(CC3)C(=O)C)cc2)ccc1C. The result is 0 (inactive). (2) The drug is Clc1c(S(=O)(=O)N2CCN(CC2)c2ncccc2)cc(OCC(=O)NC2CCCCC2)c(c1)C. The result is 1 (active).